From a dataset of Reaction yield outcomes from USPTO patents with 853,638 reactions. Predict the reaction yield, written as a fraction of the theoretical maximum amount of product (1.0 means a 100% yield; for example, 0.34 means a 34% yield). (1) The reactants are [CH3:1][N:2]1[C:6]([C:7]2[CH:8]=[C:9]([C:13]([OH:15])=O)[S:10][C:11]=2[CH3:12])=[C:5]([CH3:16])[CH:4]=[N:3]1.[NH2:17][C@@H:18]([CH2:31][C:32]1[CH:37]=[C:36]([F:38])[CH:35]=[CH:34][C:33]=1[F:39])[CH2:19][N:20]1[C:28](=[O:29])[C:27]2[C:22](=[CH:23][CH:24]=[CH:25][CH:26]=2)[C:21]1=[O:30].FC1C=CC=C(F)C=1C[C@@H](C(O)=O)N.C1CN([P+](Br)(N2CCCC2)N2CCCC2)CC1.F[P-](F)(F)(F)(F)F.CCN(C(C)C)C(C)C. The catalyst is C(Cl)(Cl)Cl. The product is [F:39][C:33]1[CH:34]=[CH:35][C:36]([F:38])=[CH:37][C:32]=1[CH2:31][C@H:18]([NH:17][C:13]([C:9]1[S:10][C:11]([CH3:12])=[C:7]([C:6]2[N:2]([CH3:1])[N:3]=[CH:4][C:5]=2[CH3:16])[CH:8]=1)=[O:15])[CH2:19][N:20]1[C:28](=[O:29])[C:27]2[C:22](=[CH:23][CH:24]=[CH:25][CH:26]=2)[C:21]1=[O:30]. The yield is 0.620. (2) The reactants are [Cl:1][C:2]1[CH:7]=[C:6]([CH:8]2[CH2:10][CH2:9]2)[CH:5]=[C:4]([CH3:11])[C:3]=1[N:12]=[C:13]=[S:14].Cl.[NH2:16][NH:17][C:18](N)=[NH:19].C(N(C(C)C)CC)(C)C. The catalyst is CN(C)C=O. The product is [NH2:19][C:18]1[N:12]([C:3]2[C:4]([CH3:11])=[CH:5][C:6]([CH:8]3[CH2:9][CH2:10]3)=[CH:7][C:2]=2[Cl:1])[C:13]([SH:14])=[N:16][N:17]=1. The yield is 0.660.